Dataset: Full USPTO retrosynthesis dataset with 1.9M reactions from patents (1976-2016). Task: Predict the reactants needed to synthesize the given product. Given the product [O:18]1[CH2:19][CH2:20][CH:17]1[CH2:16][N:1]1[C:9]2[C:4](=[CH:5][CH:6]=[CH:7][CH:8]=2)[C:3]([C:10]([O:12][CH2:13][CH3:14])=[O:11])=[N:2]1, predict the reactants needed to synthesize it. The reactants are: [NH:1]1[C:9]2[C:4](=[CH:5][CH:6]=[CH:7][CH:8]=2)[C:3]([C:10]([O:12][CH2:13][CH3:14])=[O:11])=[N:2]1.Br[CH2:16][CH:17]1[CH2:20][CH2:19][O:18]1.